This data is from Peptide-MHC class II binding affinity with 134,281 pairs from IEDB. The task is: Regression. Given a peptide amino acid sequence and an MHC pseudo amino acid sequence, predict their binding affinity value. This is MHC class II binding data. (1) The peptide sequence is QGSVQPQQLPQFEEIRNLAL. The MHC is DRB1_0301 with pseudo-sequence DRB1_0301. The binding affinity (normalized) is 0. (2) The MHC is DRB1_0701 with pseudo-sequence DRB1_0701. The peptide sequence is SMVGLFSNNPHDLPL. The binding affinity (normalized) is 0.231. (3) The peptide sequence is AFMLAWNYGVPRVMS. The MHC is DRB3_0101 with pseudo-sequence DRB3_0101. The binding affinity (normalized) is 0.376. (4) The peptide sequence is EKKYFAATQFEPKAA. The MHC is HLA-DPA10201-DPB11401 with pseudo-sequence HLA-DPA10201-DPB11401. The binding affinity (normalized) is 0.378. (5) The peptide sequence is NVTSIHSLLDEGKQS. The MHC is DRB3_0202 with pseudo-sequence DRB3_0202. The binding affinity (normalized) is 0.0683.